This data is from Full USPTO retrosynthesis dataset with 1.9M reactions from patents (1976-2016). The task is: Predict the reactants needed to synthesize the given product. (1) Given the product [CH:92]1[CH:91]=[CH:90][C:89]([C:80]([C:79]2[N:83]3[CH2:82][CH2:84][CH:85]([C:86]([OH:88])=[O:87])[C:78]3=[CH:77][CH:76]=2)=[O:81])=[CH:94][CH:93]=1, predict the reactants needed to synthesize it. The reactants are: CC(C(O)=O)C1C=CC(C2C=CC=CC=2)=C(F)C=1.OC(C(C1C=CC=C(C(C2C=CC=CC=2)=O)C=1)C)=O.C[C@H](C(O)=O)C1C=CC2C=C(OC)C=CC=2C=1.C[C@H](C([O-])=O)C1C=CC2C=C(OC)C=CC=2C=1.[Na+].C1C=C[C:76]([C:79]2[N:83]=[C:82]([CH2:84][CH2:85][C:86]([OH:88])=[O:87])[O:81][C:80]=2[C:89]2[CH:90]=[CH:91][CH:92]=[CH:93][CH:94]=2)=[CH:77][CH:78]=1.CCC1C=CC=C2C3CCOC(CC(O)=O)(CC)C=3NC=12. (2) Given the product [C:49]([N:53]([CH3:57])[C:40]([CH2:39]/[CH:38]=[CH:37]/[C:34]1[CH:35]=[CH:36][C:31]([CH2:30][C:29]2[C:25]([O:24][C@@H:6]3[O:7][C@H:8]([CH2:19][OH:20])[C@@H:9]([OH:15])[C@H:10]([OH:11])[C@H:5]3[OH:4])=[N:26][NH:27][C:28]=2[CH:43]([CH3:45])[CH3:44])=[CH:32][CH:33]=1)=[O:42])(=[O:50])[NH2:51], predict the reactants needed to synthesize it. The reactants are: C([O:4][C@@H:5]1[C@@H:10]([O:11]C(=O)C)[C@H:9]([O:15]C(=O)C)[C@@H:8]([CH2:19][O:20]C(=O)C)[O:7][C@H:6]1[O:24][C:25]1[C:29]([CH2:30][C:31]2[CH:36]=[CH:35][C:34](/[CH:37]=[CH:38]/[CH2:39][C:40]([OH:42])=O)=[CH:33][CH:32]=2)=[C:28]([CH:43]([CH3:45])[CH3:44])[NH:27][N:26]=1)(=O)C.Cl.NC[C:49]([NH2:51])=[O:50].O[N:53]1[C:57]2C=CC=CC=2N=N1.Cl.C(N=C=NCCCN(C)C)C. (3) Given the product [OH:1][C:2]1[C:7]([NH:8][C:9](=[O:25])[CH2:10][C:11]2[CH:12]=[C:13]([P:17](=[O:18])([OH:24])[OH:21])[CH:14]=[CH:15][CH:16]=2)=[CH:6][N:5]=[C:4]([C:26]2[N:27]=[N:28][CH:29]=[CH:30][CH:31]=2)[N:3]=1, predict the reactants needed to synthesize it. The reactants are: [OH:1][C:2]1[C:7]([NH:8][C:9](=[O:25])[CH2:10][C:11]2[CH:12]=[C:13]([P:17](=[O:24])([O:21]CC)[O:18]CC)[CH:14]=[CH:15][CH:16]=2)=[CH:6][N:5]=[C:4]([C:26]2[N:27]=[N:28][CH:29]=[CH:30][CH:31]=2)[N:3]=1.C[Si](Br)(C)C. (4) The reactants are: C1(C)C=CC=CC=1.[CH2:8]([C@@H:15]1[CH2:19][O:18][C:17](=[O:20])[N:16]1[C:21](=[O:30])[CH2:22][C:23]1[CH:28]=[CH:27][C:26]([Br:29])=[CH:25][CH:24]=1)[C:9]1[CH:14]=[CH:13][CH:12]=[CH:11][CH:10]=1.CCN(C(C)C)C(C)C.CO[CH:42]1[N:46]([C:47]([O:49][C:50]([CH3:53])([CH3:52])[CH3:51])=[O:48])[C:45]([CH3:55])([CH3:54])[CH2:44][CH2:43]1. Given the product [CH2:8]([C@@H:15]1[CH2:19][O:18][C:17](=[O:20])[N:16]1[C:21](=[O:30])[C@@H:22]([C@H:42]1[N:46]([C:47]([O:49][C:50]([CH3:53])([CH3:52])[CH3:51])=[O:48])[C:45]([CH3:55])([CH3:54])[CH2:44][CH2:43]1)[C:23]1[CH:24]=[CH:25][C:26]([Br:29])=[CH:27][CH:28]=1)[C:9]1[CH:14]=[CH:13][CH:12]=[CH:11][CH:10]=1, predict the reactants needed to synthesize it. (5) The reactants are: [OH:1][NH:2][C:3]1([C:11]#[N:12])[CH2:8][CH2:7][N:6]([O:9][CH3:10])[CH2:5][CH2:4]1.C(=O)([O-])O.[Na+].[CH3:18][C:19]1[CH:24]=[CH:23][C:22]([CH3:25])=[CH:21][C:20]=1[CH2:26][C:27](Cl)=[O:28]. Given the product [C:11]([C:3]1([N:2]([OH:1])[C:27](=[O:28])[CH2:26][C:20]2[CH:21]=[C:22]([CH3:25])[CH:23]=[CH:24][C:19]=2[CH3:18])[CH2:4][CH2:5][N:6]([O:9][CH3:10])[CH2:7][CH2:8]1)#[N:12], predict the reactants needed to synthesize it. (6) Given the product [Cl:21][C:22]1[N:27]=[C:26]([C:28]2[CH:33]=[CH:32][CH:31]=[CH:30][CH:29]=2)[N:25]=[C:24]([C:34]([NH:9][C:8]2[CH:10]=[CH:11][CH:12]=[CH:13][C:7]=2[C:5]2[O:6][C:2]([CH3:1])=[N:3][N:4]=2)=[O:35])[CH:23]=1, predict the reactants needed to synthesize it. The reactants are: [CH3:1][C:2]1[O:6][C:5]([C:7]2[CH:13]=[CH:12][CH:11]=[CH:10][C:8]=2[NH2:9])=[N:4][N:3]=1.C(N(CC)CC)C.[Cl:21][C:22]1[N:27]=[C:26]([C:28]2[CH:33]=[CH:32][CH:31]=[CH:30][CH:29]=2)[N:25]=[C:24]([C:34](Cl)=[O:35])[CH:23]=1. (7) Given the product [F:5][C:6]1[CH:7]=[N:8][CH:9]=[CH:10][C:11]=1[C:12]([OH:15])([CH2:1][CH3:2])[C:13]#[CH:14], predict the reactants needed to synthesize it. The reactants are: [C:1]([Mg]Br)#[CH:2].[F:5][C:6]1[CH:7]=[N:8][CH:9]=[CH:10][C:11]=1[C:12](=[O:15])[CH2:13][CH3:14].[NH4+].[Cl-].